This data is from Cav3 T-type calcium channel HTS with 100,875 compounds. The task is: Binary Classification. Given a drug SMILES string, predict its activity (active/inactive) in a high-throughput screening assay against a specified biological target. (1) The result is 0 (inactive). The compound is S(c1ccc(C2N(C(=O)c3c(C2C(=O)N2CCN(CC2)CC)cc(OC)c(OC)c3)C)cc1)C. (2) The molecule is FC1=C/C(=c2/[nH][nH]c(c3cc4OCCOc4cc3)c2)C(=O)C=C1. The result is 0 (inactive). (3) The drug is Clc1c(c2noc(c2C(=O)Nc2ccc(N3CCOCC3)cc2)C)cccc1. The result is 0 (inactive). (4) The compound is s1c(nc2c1cccc2)C1=C(N(CC1=O)c1c(OC)cccc1)N. The result is 0 (inactive).